Task: Predict the reactants needed to synthesize the given product.. Dataset: Full USPTO retrosynthesis dataset with 1.9M reactions from patents (1976-2016) (1) The reactants are: O=C1C2C(=CC=CC=2)C(=O)[N:3]1[CH2:12][CH2:13][N:14]1[C:23]2[C:18](=[N:19][CH:20]=[C:21]([CH2:24][C:25]3[CH:30]=[CH:29][C:28]([F:31])=[CH:27][CH:26]=3)[CH:22]=2)[C:17]([OH:32])=[C:16]([C:33]([NH:35][CH2:36][CH2:37][O:38][CH2:39][CH3:40])=[O:34])[C:15]1=[O:41].NN.O. Given the product [NH2:3][CH2:12][CH2:13][N:14]1[C:23]2[C:18](=[N:19][CH:20]=[C:21]([CH2:24][C:25]3[CH:26]=[CH:27][C:28]([F:31])=[CH:29][CH:30]=3)[CH:22]=2)[C:17]([OH:32])=[C:16]([C:33]([NH:35][CH2:36][CH2:37][O:38][CH2:39][CH3:40])=[O:34])[C:15]1=[O:41], predict the reactants needed to synthesize it. (2) Given the product [CH3:16][C:17](=[CH2:18])[CH2:19][O:10][C@H:9]([C@@H:7]([O:8][CH2:18][C:17]([CH3:19])=[CH2:16])[C:3]([O:5][CH3:6])=[O:4])[C:11]([O:13][CH3:14])=[O:12], predict the reactants needed to synthesize it. The reactants are: [H-].[Na+].[C:3]([C@@H:7]([C@H:9]([C:11]([O:13][CH3:14])=[O:12])[OH:10])[OH:8])([O:5][CH3:6])=[O:4].Br[CH2:16][C:17]([CH3:19])=[CH2:18]. (3) Given the product [Cl:1][C:2]1[CH:11]=[C:10]2[C:5]([N:6]=[C:7]([CH:15]3[CH2:20][CH2:19][N:18]([CH3:22])[CH2:17][CH2:16]3)[C:8]3[N:9]2[CH:12]=[N:13][N:14]=3)=[CH:4][CH:3]=1, predict the reactants needed to synthesize it. The reactants are: [Cl:1][C:2]1[CH:11]=[C:10]2[C:5]([N:6]=[C:7]([CH:15]3[CH2:20][CH2:19][NH:18][CH2:17][CH2:16]3)[C:8]3[N:9]2[CH:12]=[N:13][N:14]=3)=[CH:4][CH:3]=1.Cl[C:22]1C=C2C(N=C(C3CCNCC=3)C3N2C=NN=3)=CC=1. (4) Given the product [F:20][C:21]([F:26])([F:25])[C:22]([OH:24])=[O:23].[CH3:6][NH:7][C@@H:8]1[CH2:12][CH2:11][C@H:10]([NH:13][C:14](=[O:17])[CH2:15][CH3:16])[CH2:9]1, predict the reactants needed to synthesize it. The reactants are: C(O[C:6](=O)[N:7](C)[C@@H:8]1[CH2:12][CH2:11][C@H:10]([NH:13][C:14](=[O:17])[CH2:15][CH3:16])[CH2:9]1)(C)(C)C.[F:20][C:21]([F:26])([F:25])[C:22]([OH:24])=[O:23]. (5) The reactants are: N[C:2]1[CH:3]=[N:4][CH:5]=[C:6]([CH:28]=1)[C:7]([NH:9][C@H:10]1[CH2:15][CH2:14][C@@H:13]([NH:16][C:17]2[CH:26]=[C:25]([CH3:27])[C:24]3[C:19](=[CH:20][CH:21]=[CH:22][CH:23]=3)[N:18]=2)[CH2:12][CH2:11]1)=[O:8].N([O-])=O.[Na+].[OH-].[Na+].[H+].[B-](F)(F)(F)[F:37]. Given the product [F:37][C:2]1[CH:3]=[N:4][CH:5]=[C:6]([CH:28]=1)[C:7]([NH:9][C@H:10]1[CH2:15][CH2:14][C@@H:13]([NH:16][C:17]2[CH:26]=[C:25]([CH3:27])[C:24]3[C:19](=[CH:20][CH:21]=[CH:22][CH:23]=3)[N:18]=2)[CH2:12][CH2:11]1)=[O:8], predict the reactants needed to synthesize it. (6) Given the product [CH2:36]([N:32]1[N:31]=[C:30]([C:27]2[CH:28]=[CH:29][C:24]([C:17]3([C:14]4[CH:15]=[CH:16][C:11]([O:10][CH2:9][C:4]5[CH:5]=[CH:6][CH:7]=[CH:8][N:3]=5)=[CH:12][CH:13]=4)[CH2:22][CH:21]4[CH2:23][CH:18]3[CH2:19][CH2:20]4)=[CH:25][CH:26]=2)[O:34][C:33]1=[O:35])[CH3:37], predict the reactants needed to synthesize it. The reactants are: [H-].[Na+].[N:3]1[CH:8]=[CH:7][CH:6]=[CH:5][C:4]=1[CH2:9][O:10][C:11]1[CH:16]=[CH:15][C:14]([C:17]2([C:24]3[CH:29]=[CH:28][C:27]([C:30]4[O:34][C:33](=[O:35])[NH:32][N:31]=4)=[CH:26][CH:25]=3)[CH2:22][CH:21]3[CH2:23][CH:18]2[CH2:19][CH2:20]3)=[CH:13][CH:12]=1.[CH2:36](I)[CH3:37]. (7) Given the product [C:1]([O:7][CH2:8][C@H:9]1[CH2:14][C@@H:13]([O:15][Si:16]([C:29]([CH3:32])([CH3:31])[CH3:30])([C:23]2[CH:28]=[CH:27][CH:26]=[CH:25][CH:24]=2)[C:17]2[CH:22]=[CH:21][CH:20]=[CH:19][CH:18]=2)[CH2:12][CH2:11][C@@:10]1([C@H:34]1[CH2:42][CH2:41][C@@:40]2([CH3:43])[C@@H:36]([CH2:37][CH2:38][C@@:39]2([OH:50])[C:44]2[CH:49]=[CH:48][CH:47]=[CH:46][CH:45]=2)[C@@H:35]1[CH2:51][O:52][S:54]([CH3:53])(=[O:56])=[O:55])[CH3:33])(=[O:6])[C:2]([CH3:3])([CH3:4])[CH3:5], predict the reactants needed to synthesize it. The reactants are: [C:1]([O:7][CH2:8][C@H:9]1[CH2:14][C@@H:13]([O:15][Si:16]([C:29]([CH3:32])([CH3:31])[CH3:30])([C:23]2[CH:28]=[CH:27][CH:26]=[CH:25][CH:24]=2)[C:17]2[CH:22]=[CH:21][CH:20]=[CH:19][CH:18]=2)[CH2:12][CH2:11][C@@:10]1([C@H:34]1[CH2:42][CH2:41][C@@:40]2([CH3:43])[C@@H:36]([CH2:37][CH2:38][C@@:39]2([OH:50])[C:44]2[CH:49]=[CH:48][CH:47]=[CH:46][CH:45]=2)[C@@H:35]1[CH2:51][OH:52])[CH3:33])(=[O:6])[C:2]([CH3:5])([CH3:4])[CH3:3].[CH3:53][S:54](Cl)(=[O:56])=[O:55].